From a dataset of Peptide-MHC class II binding affinity with 134,281 pairs from IEDB. Regression. Given a peptide amino acid sequence and an MHC pseudo amino acid sequence, predict their binding affinity value. This is MHC class II binding data. (1) The peptide sequence is KFDSQLAHRHMARELH. The MHC is DRB1_1101 with pseudo-sequence DRB1_1101. The binding affinity (normalized) is 0.509. (2) The peptide sequence is TKKGNVWEVKSSKPLVGPFN. The MHC is DRB1_0405 with pseudo-sequence DRB1_0405. The binding affinity (normalized) is 0.229. (3) The peptide sequence is NLLANVYHQINHLKT. The MHC is DRB1_1302 with pseudo-sequence DRB1_1302. The binding affinity (normalized) is 0.620. (4) The peptide sequence is CLKPVILTDGPERVI. The MHC is DRB1_0901 with pseudo-sequence DRB1_0901. The binding affinity (normalized) is 0.180.